This data is from Reaction yield outcomes from USPTO patents with 853,638 reactions. The task is: Predict the reaction yield, written as a fraction of the theoretical maximum amount of product (1.0 means a 100% yield; for example, 0.34 means a 34% yield). (1) The reactants are C(N(CC)CC)C.[CH:8]([C:10]1[C:18]2[C:13](=[CH:14][CH:15]=[C:16]([C:19]#[N:20])[CH:17]=2)[N:12]([CH3:21])[N:11]=1)=[O:9].[CH:22](=[N:29][C:30]1[CH:35]=[CH:34][CH:33]=[C:32]([O:36][CH3:37])[CH:31]=1)[C:23]1[CH:28]=[CH:27][CH:26]=[CH:25][CH:24]=1. The catalyst is [Cl-].C([N+]1C(C)=C(CCO)SC=1)C1C=CC=CC=1.C(O)C. The product is [CH3:37][O:36][C:32]1[CH:31]=[C:30]([NH:29][CH:22]([C:23]2[CH:28]=[CH:27][CH:26]=[CH:25][CH:24]=2)[C:8]([C:10]2[C:18]3[C:13](=[CH:14][CH:15]=[C:16]([C:19]#[N:20])[CH:17]=3)[N:12]([CH3:21])[N:11]=2)=[O:9])[CH:35]=[CH:34][CH:33]=1. The yield is 0.590. (2) The reactants are [OH-].[K+].[C:3]1([C:9]2[N:10]=[C:11]([CH2:14][O:15]C(=O)C3C=CC=CC=3)[S:12][CH:13]=2)[CH:8]=[CH:7][CH:6]=[CH:5][CH:4]=1.C(O)(=O)C1C=CC=CC=1. The catalyst is CCO. The product is [C:3]1([C:9]2[N:10]=[C:11]([CH2:14][OH:15])[S:12][CH:13]=2)[CH:4]=[CH:5][CH:6]=[CH:7][CH:8]=1. The yield is 0.870. (3) The reactants are [CH3:1][O:2][C:3]1[CH:8]=[C:7]([N+:9]([O-])=O)[CH:6]=[CH:5][C:4]=1[N:12]1[CH2:17][CH2:16][N:15](C)[CH2:14][CH2:13]1.[C:19](OCC)(=O)C. The catalyst is [Pd]. The product is [CH3:1][O:2][C:3]1[CH:8]=[C:7]([NH2:9])[CH:6]=[CH:5][C:4]=1[N:12]1[CH2:17][CH2:16][NH:15][CH2:14][CH:13]1[CH3:19]. The yield is 0.710. (4) The reactants are [CH3:1][C:2]1[CH:3]=[C:4]([CH:6]=[CH:7][C:8]=1[O:9][C:10]1[CH:11]=[N:12][C:13]([CH3:16])=[CH:14][CH:15]=1)[NH2:5].Cl.O1CCOCC1.Cl[C:25]1[C:34]2[C:29](=[CH:30][CH:31]=[CH:32][C:33]=2[F:35])[N:28]=[CH:27][N:26]=1. The catalyst is C(#N)C. The product is [F:35][C:33]1[CH:32]=[CH:31][CH:30]=[C:29]2[C:34]=1[C:25]([NH:5][C:4]1[CH:6]=[CH:7][C:8]([O:9][C:10]3[CH:11]=[N:12][C:13]([CH3:16])=[CH:14][CH:15]=3)=[C:2]([CH3:1])[CH:3]=1)=[N:26][CH:27]=[N:28]2. The yield is 0.940. (5) The reactants are C1C=CC(P(C2C=CC=CC=2)C2C=CC=CC=2)=CC=1.[CH3:20][O:21][C:22](=[O:64])[C:23]1[CH:28]=[CH:27][C:26]([O:29][CH2:30][CH2:31][C:32]2[C:40]3[C:35](=[CH:36][CH:37]=[C:38]([Cl:41])[CH:39]=3)[N:34]([CH:42]([C:49]3[CH:54]=[CH:53][CH:52]=[CH:51][CH:50]=3)[C:43]3[CH:48]=[CH:47][CH:46]=[CH:45][CH:44]=3)[C:33]=2[CH2:55][CH2:56][N:57]=[N+]=[N-])=[CH:25][C:24]=1[O:60][CH:61]([CH3:63])[CH3:62].O. The catalyst is C1COCC1. The product is [CH3:20][O:21][C:22](=[O:64])[C:23]1[CH:28]=[CH:27][C:26]([O:29][CH2:30][CH2:31][C:32]2[C:40]3[C:35](=[CH:36][CH:37]=[C:38]([Cl:41])[CH:39]=3)[N:34]([CH:42]([C:43]3[CH:44]=[CH:45][CH:46]=[CH:47][CH:48]=3)[C:49]3[CH:54]=[CH:53][CH:52]=[CH:51][CH:50]=3)[C:33]=2[CH2:55][CH2:56][NH2:57])=[CH:25][C:24]=1[O:60][CH:61]([CH3:62])[CH3:63]. The yield is 0.210.